This data is from Reaction yield outcomes from USPTO patents with 853,638 reactions. The task is: Predict the reaction yield, written as a fraction of the theoretical maximum amount of product (1.0 means a 100% yield; for example, 0.34 means a 34% yield). (1) The reactants are [CH3:1][C:2]1[CH:7]=[CH:6][N:5]=[C:4]([NH:8][C:9]([NH2:11])=[S:10])[CH:3]=1.Br[CH2:13][C:14]([C:16]1[CH:21]=[CH:20][C:19]([O:22][C:23]([F:26])([F:25])[F:24])=[CH:18][CH:17]=1)=O. No catalyst specified. The product is [CH3:1][C:2]1[CH:7]=[CH:6][N:5]=[C:4]([NH:8][C:9]2[S:10][CH:13]=[C:14]([C:16]3[CH:17]=[CH:18][C:19]([O:22][C:23]([F:24])([F:25])[F:26])=[CH:20][CH:21]=3)[N:11]=2)[CH:3]=1. The yield is 0.580. (2) The reactants are [CH3:1][Li].[CH3:3][O:4][C:5](=[O:20])[C:6]([C:18]#[N:19])=[C:7]([C:9]1[CH:14]=[CH:13][C:12]([F:15])=[CH:11][C:10]=1[O:16][CH3:17])[CH3:8]. The catalyst is C(OCC)C.[Cu]I. The product is [CH3:3][O:4][C:5](=[O:20])[CH:6]([C:18]#[N:19])[C:7]([C:9]1[CH:14]=[CH:13][C:12]([F:15])=[CH:11][C:10]=1[O:16][CH3:17])([CH3:1])[CH3:8]. The yield is 0.990. (3) The reactants are [CH2:1]([N:8]1[C:16]2[C:11](=[CH:12][C:13]([C:17]3[CH:22]=[CH:21][CH:20]=[CH:19][CH:18]=3)=[CH:14][CH:15]=2)[C:10]([C:23](=[O:29])[C:24]([O:26]CC)=[O:25])=[CH:9]1)[C:2]1[CH:7]=[CH:6][CH:5]=[CH:4][CH:3]=1.[OH-].[K+]. The catalyst is C1COCC1.O. The product is [CH2:1]([N:8]1[C:16]2[C:11](=[CH:12][C:13]([C:17]3[CH:18]=[CH:19][CH:20]=[CH:21][CH:22]=3)=[CH:14][CH:15]=2)[C:10]([C:23](=[O:29])[C:24]([OH:26])=[O:25])=[CH:9]1)[C:2]1[CH:3]=[CH:4][CH:5]=[CH:6][CH:7]=1. The yield is 0.620. (4) The reactants are [CH3:1][NH:2][NH:3][CH3:4].Cl.Cl.CCN(CC)CC.CNNC.[C:18](Cl)([O:20][CH2:21][CH:22]1[C:34]2[C:29](=[CH:30][CH:31]=[CH:32][CH:33]=2)[C:28]2[C:23]1=[CH:24][CH:25]=[CH:26][CH:27]=2)=[O:19]. The yield is 0.340. The catalyst is CC#N.CCOC(C)=O. The product is [CH3:1][N:2]([C:18]([O:20][CH2:21][CH:22]1[C:23]2[CH:24]=[CH:25][CH:26]=[CH:27][C:28]=2[C:29]2[C:34]1=[CH:33][CH:32]=[CH:31][CH:30]=2)=[O:19])[NH:3][CH3:4]. (5) The reactants are [CH2:1]([O:8][C:9]1[CH:14]=[CH:13][CH:12]=[CH:11][C:10]=1[C:15]1[CH:20]=[CH:19][CH:18]=[CH:17][C:16]=1Br)[C:2]1[CH:7]=[CH:6][CH:5]=[CH:4][CH:3]=1.CC(C)=O.C(=O)=O.[B:29](OC(C)C)([O:34]C(C)C)[O:30]C(C)C.Cl. The catalyst is O1CCCC1.C(OCC)C. The product is [CH2:1]([O:8][C:9]1[CH:14]=[CH:13][CH:12]=[CH:11][C:10]=1[C:15]1[C:16]([B:29]([OH:34])[OH:30])=[CH:17][CH:18]=[CH:19][CH:20]=1)[C:2]1[CH:7]=[CH:6][CH:5]=[CH:4][CH:3]=1. The yield is 0.800.